This data is from Peptide-MHC class I binding affinity with 185,985 pairs from IEDB/IMGT. The task is: Regression. Given a peptide amino acid sequence and an MHC pseudo amino acid sequence, predict their binding affinity value. This is MHC class I binding data. (1) The peptide sequence is DYIYLPLLK. The MHC is HLA-A11:01 with pseudo-sequence HLA-A11:01. The binding affinity (normalized) is 0.437. (2) The MHC is HLA-A31:01 with pseudo-sequence HLA-A31:01. The binding affinity (normalized) is 0.459. The peptide sequence is SQMLLIVLK.